Predict the reactants needed to synthesize the given product. From a dataset of Full USPTO retrosynthesis dataset with 1.9M reactions from patents (1976-2016). (1) Given the product [CH3:43][N:38]1[C:39]2[C@@:34]([CH3:45])([C@H:33]3[CH2:32][CH2:31][C@@:30]4([CH3:46])[C@@H:29]([CH2:28][CH:27]=[C:26]4[C:6]4[CH:11]=[CH:10][CH:9]=[CH:8][N:7]=4)[C@@H:42]3[CH2:41][CH:40]=2)[CH2:35][CH2:36][C:37]1=[O:44], predict the reactants needed to synthesize it. The reactants are: C([Sn](CCCC)(CCCC)[C:6]1[CH:11]=[CH:10][CH:9]=[CH:8][N:7]=1)CCC.FC(F)(F)S(O[C:26]1[C@@:30]2([CH3:46])[CH2:31][CH2:32][C@H:33]3[C@H:42]([C@@H:29]2[CH2:28][CH:27]=1)[CH2:41][CH:40]=[C:39]1[C@:34]3([CH3:45])[CH2:35][CH2:36][C:37](=[O:44])[N:38]1[CH3:43])(=O)=O. (2) Given the product [CH3:62][N:61]([C:63]1[C:68]2[CH2:69][C@@H:70]3[C:80]([C:81](=[O:82])[C:67]=2[C:66]([OH:92])=[CH:65][CH:64]=1)=[C:79]([OH:83])[C@@:78]1([OH:84])[C@H:72]([C@H:73]([N:89]([CH3:91])[CH3:90])[C:74]([OH:88])=[C:75]([C:85]([NH2:87])=[O:86])[C:76]1=[O:77])[CH2:71]3)[CH3:60].[CH3:1][C:2]1[C:7]2[O:8][C@:9]3([CH3:58])[O:12][CH:13]=[CH:14][C@H:15]([O:56][CH3:57])[C@@H:16]([CH3:55])[C@@H:17]([O:51][C:52]([CH3:54])=[O:53])[C@H:18]([CH3:50])[C@H:19]([OH:49])[C@H:20]([CH3:48])[C@@H:21]([OH:47])[C@@H:22]([CH3:46])[CH:23]=[CH:24][CH:25]=[C:26]([CH3:45])[C:27]([NH:29][C:30]4[C:33](/[CH:36]=[N:37]/[N:38]5[CH2:43][CH2:42][N:41]([CH3:44])[CH2:40][CH2:39]5)=[C:34]([OH:35])[C:5]([C:6]=2[C:10]3=[O:11])=[C:4]([C:31]=4[OH:32])[C:3]=1[OH:59])=[O:28], predict the reactants needed to synthesize it. The reactants are: [CH3:1][C:2]1[C:7]2[O:8][C@:9]3([CH3:58])[O:12][CH:13]=[CH:14][C@H:15]([O:56][CH3:57])[C@@H:16]([CH3:55])[C@@H:17]([O:51][C:52]([CH3:54])=[O:53])[C@H:18]([CH3:50])[C@H:19]([OH:49])[C@H:20]([CH3:48])[C@@H:21]([OH:47])[C@@H:22]([CH3:46])[CH:23]=[CH:24][CH:25]=[C:26]([CH3:45])[C:27]([NH:29][C:30]4[C:33](/[CH:36]=[N:37]/[N:38]5[CH2:43][CH2:42][N:41]([CH3:44])[CH2:40][CH2:39]5)=[C:34]([OH:35])[C:5]([C:6]=2[C:10]3=[O:11])=[C:4]([C:31]=4[OH:32])[C:3]=1[OH:59])=[O:28].[CH3:60][N:61]([C:63]1[C:68]2[CH2:69][C@@H:70]3[C:80]([C:81](=[O:82])[C:67]=2[C:66]([OH:92])=[CH:65][CH:64]=1)=[C:79]([OH:83])[C@@:78]1([OH:84])[C@H:72]([C@H:73]([N:89]([CH3:91])[CH3:90])[C:74]([OH:88])=[C:75]([C:85]([NH2:87])=[O:86])[C:76]1=[O:77])[CH2:71]3)[CH3:62]. (3) Given the product [C:17]([NH:16][C:13]1[S:14][CH:15]=[C:11]([CH2:10][CH2:9][C:6]2[CH:7]=[CH:8][C:3]([CH2:2][N:23]3[CH2:22][CH2:21][N:20]([C:26]([O:28][C:29]([CH3:32])([CH3:31])[CH3:30])=[O:27])[CH2:25][CH2:24]3)=[CH:4][CH:5]=2)[N:12]=1)(=[O:19])[CH3:18], predict the reactants needed to synthesize it. The reactants are: Br[CH2:2][C:3]1[CH:8]=[CH:7][C:6]([CH2:9][CH2:10][C:11]2[N:12]=[C:13]([NH:16][C:17](=[O:19])[CH3:18])[S:14][CH:15]=2)=[CH:5][CH:4]=1.[N:20]1([C:26]([O:28][C:29]([CH3:32])([CH3:31])[CH3:30])=[O:27])[CH2:25][CH2:24][NH:23][CH2:22][CH2:21]1.C(=O)([O-])[O-].[K+].[K+].CN(C)C=O. (4) Given the product [C:1]([N:27]1[C:28]2[C:24](=[CH:23][C:22]([OH:21])=[CH:30][CH:29]=2)[C:25]([CH2:31][C:32]([OH:34])=[O:33])=[CH:26]1)(=[O:20])[CH2:2][CH2:3][CH2:4][CH2:5][CH2:6][CH2:7][CH2:8]/[CH:9]=[CH:10]\[CH2:11][CH2:12][CH2:13][CH2:14][CH2:15][CH2:16][CH2:17][CH3:18], predict the reactants needed to synthesize it. The reactants are: [C:1]([OH:20])(=O)[CH2:2][CH2:3][CH2:4][CH2:5][CH2:6][CH2:7][CH2:8]/[CH:9]=[CH:10]\[CH2:11][CH2:12][CH2:13][CH2:14][CH2:15][CH2:16][CH2:17][CH3:18].[OH:21][C:22]1[CH:23]=[C:24]2[C:28](=[CH:29][CH:30]=1)[NH:27][CH:26]=[C:25]2[CH2:31][C:32]([OH:34])=[O:33].